From a dataset of CYP1A2 inhibition data for predicting drug metabolism from PubChem BioAssay. Regression/Classification. Given a drug SMILES string, predict its absorption, distribution, metabolism, or excretion properties. Task type varies by dataset: regression for continuous measurements (e.g., permeability, clearance, half-life) or binary classification for categorical outcomes (e.g., BBB penetration, CYP inhibition). Dataset: cyp1a2_veith. (1) The compound is CCC1CC[N+]2(C)CCC3=C(CCC3)C2(C)C1.[I-]. The result is 0 (non-inhibitor). (2) The drug is CN1Cc2ccccc2[C@@H]2c3cccc4[nH]cc(c34)C[C@H]21. The result is 1 (inhibitor). (3) The compound is CO[C@@H]1[C@H](O)CC(=O)O[C@H](C)C/C=C\C=C/[C@H](O[C@H]2CC[C@H](N(C)C)[C@H](C)O2)[C@H](C)C[C@H](CC=O)[C@H]1O[C@H]1O[C@@H](C)[C@@H](O[C@@H]2C[C@](C)(O)[C@H](O)[C@H](C)O2)[C@@H](N(C)C)[C@@H]1O. The result is 0 (non-inhibitor). (4) The drug is CC(C)(C)C(=O)NC(=S)NCCc1ccccc1. The result is 1 (inhibitor). (5) The molecule is CCSc1cc(N2CCCC2)nc(-c2ccc(F)cc2)n1. The result is 1 (inhibitor). (6) The drug is CC(=O)OC[C@@H]1O[C@H](C/C=N\OCC[C@H]2C=C[C@H](OC(C)=O)[C@@H](COC(C)=O)O2)C=C[C@@H]1OC(C)=O. The result is 0 (non-inhibitor). (7) The compound is Cc1nnc(N(C)C(=O)c2ccccn2)s1. The result is 0 (non-inhibitor). (8) The compound is COCCCN=CC1=C(O)CC(C)(C)CC1=O. The result is 0 (non-inhibitor). (9) The molecule is CCCC(C)NC1=NCCCCC1. The result is 0 (non-inhibitor). (10) The compound is O=C(O)CCCCCNC(=O)c1ccccc1Br. The result is 0 (non-inhibitor).